From a dataset of Full USPTO retrosynthesis dataset with 1.9M reactions from patents (1976-2016). Predict the reactants needed to synthesize the given product. (1) Given the product [N:3]1([C:38]([C:35]2[N:36]=[CH:37][C:32]([O:31][C:18]3[CH:19]=[C:20]([CH:21]=[C:16]([O:15][C@@H:11]([CH3:10])[CH2:12][O:13][CH3:14])[CH:17]=3)[C:22]([NH:24][C:25]3[CH:29]=[CH:28][N:27]([CH3:30])[N:26]=3)=[O:23])=[N:33][CH:34]=2)=[O:39])[CH2:4][CH2:9][CH2:7]1, predict the reactants needed to synthesize it. The reactants are: CC[N:3]([CH:7]([CH3:9])C)[CH:4](C)C.[CH3:10][C@H:11]([O:15][C:16]1[CH:17]=[C:18]([O:31][C:32]2[N:33]=[CH:34][C:35]([C:38](O)=[O:39])=[N:36][CH:37]=2)[CH:19]=[C:20]([C:22]([NH:24][C:25]2[CH:29]=[CH:28][N:27]([CH3:30])[N:26]=2)=[O:23])[CH:21]=1)[CH2:12][O:13][CH3:14].CN(C(ON1N=NC2C=CC=NC1=2)=[N+](C)C)C.F[P-](F)(F)(F)(F)F.Cl.N1CCC1. (2) Given the product [Br:21][C:22]1[CH:23]=[CH:24][C:25]([N:29]2[CH2:30][CH2:31][O:32][CH2:33][CH2:34]2)=[C:26]([NH:28][C:2]2[C:11]3[C:6](=[CH:7][C:8]([F:12])=[CH:9][CH:10]=3)[N:5]=[C:4]([C:13]3[CH:18]=[CH:17][CH:16]=[CH:15][C:14]=3[F:19])[C:3]=2[CH3:20])[CH:27]=1, predict the reactants needed to synthesize it. The reactants are: Cl[C:2]1[C:11]2[C:6](=[CH:7][C:8]([F:12])=[CH:9][CH:10]=2)[N:5]=[C:4]([C:13]2[CH:18]=[CH:17][CH:16]=[CH:15][C:14]=2[F:19])[C:3]=1[CH3:20].[Br:21][C:22]1[CH:23]=[CH:24][C:25]([N:29]2[CH2:34][CH2:33][O:32][CH2:31][CH2:30]2)=[C:26]([NH2:28])[CH:27]=1.Cl. (3) Given the product [NH2:1][C:2]1[S:3][CH:4]=[C:5]2[C:10]=1[C:9](=[O:11])[N:8]([C:12]1[CH:17]=[CH:16][C:15]([O:18][CH3:19])=[CH:14][CH:13]=1)[N:7]=[C:6]2[C:20]([NH:54][CH2:53][CH2:52][F:51])=[O:22], predict the reactants needed to synthesize it. The reactants are: [NH2:1][C:2]1[S:3][CH:4]=[C:5]2[C:10]=1[C:9](=[O:11])[N:8]([C:12]1[CH:17]=[CH:16][C:15]([O:18][CH3:19])=[CH:14][CH:13]=1)[N:7]=[C:6]2[C:20]([OH:22])=O.F[P-](F)(F)(F)(F)F.N1(O[P+](N(C)C)(N(C)C)N(C)C)C2C=CC=CC=2N=N1.[Cl-].[F:51][CH2:52][CH2:53][NH3+:54].CCN(C(C)C)C(C)C. (4) Given the product [NH2:26][C:24]1[CH:23]=[CH:22][C:20]2[NH:21][C:16]([C:7]3[C:6](=[O:36])[C:5]([NH:47][C:45](=[O:40])[CH3:46])([CH2:4][CH2:3][C:2]([CH3:38])([CH3:39])[CH3:1])[C:14]4[C:9]([C:8]=3[OH:15])=[CH:10][CH:11]=[CH:12][CH:13]=4)=[N:17][S:18](=[O:35])(=[O:34])[C:19]=2[CH:25]=1, predict the reactants needed to synthesize it. The reactants are: [CH3:1][C:2]([CH3:39])([CH3:38])[CH2:3][CH2:4][C:5]1(O)[C:14]2[C:9](=[CH:10][CH:11]=[CH:12][CH:13]=2)[C:8]([OH:15])=[C:7]([C:16]2[NH:21][C:20]3[CH:22]=[CH:23][C:24]([NH:26]C(=O)OC(C)(C)C)=[CH:25][C:19]=3[S:18](=[O:35])(=[O:34])[N:17]=2)[C:6]1=[O:36].[OH:40]S(O)(=O)=O.[C:45](#[N:47])[CH3:46]. (5) Given the product [C:1]([O:5][C:6]([NH:8][CH:9]([C:11]1[C:12]([O:29][CH3:30])=[C:13]([C:19]2[N:24]=[C:23]([C:25]([OH:27])=[O:26])[CH:22]=[CH:21][CH:20]=2)[C:14]([CH3:18])=[C:15]([Cl:17])[CH:16]=1)[CH3:10])=[O:7])([CH3:4])([CH3:2])[CH3:3], predict the reactants needed to synthesize it. The reactants are: [C:1]([O:5][C:6]([NH:8][CH:9]([C:11]1[C:12]([O:29][CH3:30])=[C:13]([C:19]2[N:24]=[C:23]([C:25]([O:27]C)=[O:26])[CH:22]=[CH:21][CH:20]=2)[C:14]([CH3:18])=[C:15]([Cl:17])[CH:16]=1)[CH3:10])=[O:7])([CH3:4])([CH3:3])[CH3:2].O.[OH-].[Li+].C(O)(=O)C. (6) Given the product [C:26]([C:30]1[O:34][C:33]([CH3:35])=[C:32]([C:36]2[CH:37]=[C:38]([NH:41][CH:2]=[C:3]3[C:11]4[C:6](=[CH:7][C:8]([F:12])=[CH:9][CH:10]=4)[NH:5][C:4]3=[O:13])[NH:39][N:40]=2)[CH:31]=1)([CH3:29])([CH3:27])[CH3:28], predict the reactants needed to synthesize it. The reactants are: O/[CH:2]=[C:3]1\[C:4](=[O:13])[NH:5][C:6]2[C:11]\1=[CH:10][CH:9]=[C:8]([F:12])[CH:7]=2.O/C=C1\C(=O)NC2C\1=CC=CC=2.[C:26]([C:30]1[O:34][C:33]([CH3:35])=[C:32]([C:36]2[CH:37]=[C:38]([NH2:41])[NH:39][N:40]=2)[CH:31]=1)([CH3:29])([CH3:28])[CH3:27].NC1C=CNN=1. (7) Given the product [NH2:11][C:9]1[N:8]=[CH:7][N:6]=[C:5]2[N:4]([C@H:12]3[CH2:17][CH2:16][C@@H:15]([N:18]4[CH2:23][CH2:22][N:21]([CH3:24])[CH2:20][CH2:19]4)[CH2:14][CH2:13]3)[N:3]=[C:2]([C:33]3[CH:50]=[CH:49][C:36]([NH:37][C:38]4[O:39][C:40]5[CH:46]=[CH:45][C:44]([C:47]#[N:48])=[CH:43][C:41]=5[N:42]=4)=[CH:35][CH:34]=3)[C:10]=12, predict the reactants needed to synthesize it. The reactants are: I[C:2]1[C:10]2[C:5](=[N:6][CH:7]=[N:8][C:9]=2[NH2:11])[N:4]([CH:12]2[CH2:17][CH2:16][CH:15]([N:18]3[CH2:23][CH2:22][N:21]([CH3:24])[CH2:20][CH2:19]3)[CH2:14][CH2:13]2)[N:3]=1.CC1(C)C(C)(C)OB([C:33]2[CH:50]=[CH:49][C:36]([NH:37][C:38]3[O:39][C:40]4[CH:46]=[CH:45][C:44]([C:47]#[N:48])=[CH:43][C:41]=4[N:42]=3)=[CH:35][CH:34]=2)O1.C(=O)([O-])[O-].[Na+].[Na+]. (8) Given the product [CH3:16][S:14][C:12]1[O:8][C:7]2[C:2]([N:1]=1)=[N:3][CH:4]=[CH:5][CH:6]=2, predict the reactants needed to synthesize it. The reactants are: [NH2:1][C:2]1[C:7]([OH:8])=[CH:6][CH:5]=[CH:4][N:3]=1.CCO[C:12]([S-:14])=S.[K+].[CH3:16]CO.